Dataset: Catalyst prediction with 721,799 reactions and 888 catalyst types from USPTO. Task: Predict which catalyst facilitates the given reaction. Reactant: FC(F)(F)C(O)=O.C(OC([NH:15][O:16][S:17]([C:20]1[C:25]([CH3:26])=[CH:24][C:23]([CH3:27])=[CH:22][C:21]=1[CH3:28])(=[O:19])=[O:18])=O)(C)(C)C.[N:29]1[CH:34]=[CH:33][CH:32]=[CH:31][C:30]=1[CH3:35]. Product: [CH3:26][C:25]1[CH:24]=[C:23]([CH3:27])[CH:22]=[C:21]([CH3:28])[C:20]=1[S:17]([O-:19])(=[O:18])=[O:16].[NH2:15][N+:29]1[CH:34]=[CH:33][CH:32]=[CH:31][C:30]=1[CH3:35]. The catalyst class is: 22.